Task: Predict the reactants needed to synthesize the given product.. Dataset: Full USPTO retrosynthesis dataset with 1.9M reactions from patents (1976-2016) (1) Given the product [C:25]([O:29][C:6]([NH:3][C:33]1[N:34]=[CH:35][C:36]([C:39]2[N:43]([C:44]3[CH:45]=[N:46][CH:47]=[CH:48][CH:49]=3)[N:42]=[C:41]([C:50]([O:52][CH2:53][CH3:54])=[O:51])[CH:40]=2)=[N:37][CH:38]=1)=[O:15])([CH3:28])([CH3:27])[CH3:26], predict the reactants needed to synthesize it. The reactants are: C([N:3]([CH2:6]C)CC)C.C1(P(N=[N+]=[N-])(C2C=CC=CC=2)=[O:15])C=CC=CC=1.[C:25]([OH:29])([CH3:28])([CH3:27])[CH3:26].C([C:33]1[N:34]=[CH:35][C:36]([C:39]2[N:43]([C:44]3[CH:45]=[N:46][CH:47]=[CH:48][CH:49]=3)[N:42]=[C:41]([C:50]([O:52][CH2:53][CH3:54])=[O:51])[CH:40]=2)=[N:37][CH:38]=1)(O)=O. (2) Given the product [Br:1][C:2]1[CH:9]=[CH:8][C:7]([CH:11]([OH:15])[CH2:12][CH2:13][CH3:14])=[CH:6][C:3]=1[C:4]#[N:5], predict the reactants needed to synthesize it. The reactants are: [Br:1][C:2]1[CH:9]=[CH:8][C:7](I)=[CH:6][C:3]=1[C:4]#[N:5].[CH:11](=[O:15])[CH2:12][CH2:13][CH3:14].[Cl-].[NH4+]. (3) The reactants are: [CH3:1][S:2][C:3]1[S:4][C:5]2[CH:11]=[C:10]([CH2:12][NH:13][C:14]3[C:15]([NH2:24])=[CH:16][C:17]([C:20]([F:23])([F:22])[F:21])=[CH:18][CH:19]=3)[CH:9]=[CH:8][C:6]=2[N:7]=1.[CH:25](OCC)(OCC)OCC. Given the product [CH3:1][S:2][C:3]1[S:4][C:5]2[CH:11]=[C:10]([CH2:12][N:13]3[C:14]4[CH:19]=[CH:18][C:17]([C:20]([F:23])([F:21])[F:22])=[CH:16][C:15]=4[N:24]=[CH:25]3)[CH:9]=[CH:8][C:6]=2[N:7]=1, predict the reactants needed to synthesize it. (4) The reactants are: [CH3:1][N:2]([CH3:23])[CH2:3][CH2:4][CH2:5][NH:6][C:7]([O:9][C@@H:10]1[CH2:15][CH2:14][CH2:13][N:12](C(OC(C)(C)C)=O)[CH2:11]1)=[O:8].Cl. Given the product [CH3:23][N:2]([CH3:1])[CH2:3][CH2:4][CH2:5][NH:6][C:7](=[O:8])[O:9][C@@H:10]1[CH2:15][CH2:14][CH2:13][NH:12][CH2:11]1, predict the reactants needed to synthesize it. (5) Given the product [CH3:33][O:32][C:23]1[CH:24]=[C:25]([CH:30]=[CH:31][C:22]=1[C:36]1[C:35]([CH3:34])=[CH:39][S:38][CH:37]=1)[C:26]([O:28][CH3:29])=[O:27], predict the reactants needed to synthesize it. The reactants are: CC1C=C(C(O)=O)C=CC=1C1C=CC=CC=1C(F)(F)F.Br[C:22]1[CH:31]=[CH:30][C:25]([C:26]([O:28][CH3:29])=[O:27])=[CH:24][C:23]=1[O:32][CH3:33].[CH3:34][C:35]1[C:36](B(O)O)=[CH:37][S:38][CH:39]=1.